Dataset: Forward reaction prediction with 1.9M reactions from USPTO patents (1976-2016). Task: Predict the product of the given reaction. (1) The product is: [CH3:14][Si:2]([CH3:13])([CH3:1])[C:3]#[C:4][CH:5]([O:6][CH:7]1[CH2:12][CH2:11][CH2:10][CH2:9][O:8]1)[CH2:16]/[CH:17]=[CH:18]\[CH3:19]. Given the reactants [CH3:1][Si:2]([CH3:14])([CH3:13])[C:3]#[C:4][CH2:5][O:6][CH:7]1[CH2:12][CH2:11][CH2:10][CH2:9][O:8]1.Br[CH2:16]/[CH:17]=[CH:18]\[CH3:19], predict the reaction product. (2) Given the reactants [CH3:1][C:2]1[CH:6]=[CH:5][S:4][C:3]=1[CH2:7][NH:8][C:9]1[S:10][CH2:11][C:12](=[O:14])[N:13]=1.[CH2:15]([O:17][C:18]1[C:27]2[C:22](=[CH:23][CH:24]=[C:25]([CH:28]=O)[CH:26]=2)[N:21]=[C:20]([NH:30][CH3:31])[N:19]=1)[CH3:16].C(O)(=O)C1C=CC=CC=1.N1CCCCC1, predict the reaction product. The product is: [CH2:15]([O:17][C:18]1[C:27]2[C:22](=[CH:23][CH:24]=[C:25]([CH:28]=[C:11]3[S:10][C:9]([NH:8][CH2:7][C:3]4[S:4][CH:5]=[CH:6][C:2]=4[CH3:1])=[N:13][C:12]3=[O:14])[CH:26]=2)[N:21]=[C:20]([NH:30][CH3:31])[N:19]=1)[CH3:16]. (3) Given the reactants [Cl:1][C:2]1[CH:7]=[CH:6][C:5]([C@H:8]2[O:10][C@@H:9]2[CH2:11][OH:12])=[CH:4][C:3]=1[F:13].[H-].COCCO[Al+]OCCOC.[Na+].[H-], predict the reaction product. The product is: [Cl:1][C:2]1[CH:7]=[CH:6][C:5]([C@@H:8]([OH:10])[CH2:9][CH2:11][OH:12])=[CH:4][C:3]=1[F:13]. (4) Given the reactants [NH2:1][C:2]1[C:11]2[C:6](=[N:7][CH:8]=[C:9]([C:12]#[C:13][CH2:14][OH:15])[CH:10]=2)[N:5]([O:16][CH2:17][C:18]2[CH:23]=[CH:22][CH:21]=[CH:20][CH:19]=2)[C:4](=[O:24])[C:3]=1[C:25]([NH:27][CH2:28][C:29]1[CH:34]=[CH:33][C:32]([F:35])=[CH:31][C:30]=1[F:36])=[O:26].[C:37](OC(=O)C)(=[O:39])[CH3:38], predict the reaction product. The product is: [C:37]([O:15][CH2:14][C:13]#[C:12][C:9]1[CH:8]=[N:7][C:6]2[N:5]([O:16][CH2:17][C:18]3[CH:19]=[CH:20][CH:21]=[CH:22][CH:23]=3)[C:4](=[O:24])[C:3]([C:25](=[O:26])[NH:27][CH2:28][C:29]3[CH:34]=[CH:33][C:32]([F:35])=[CH:31][C:30]=3[F:36])=[C:2]([NH2:1])[C:11]=2[CH:10]=1)(=[O:39])[CH3:38]. (5) Given the reactants [C:1]([O:5][C:6]([N:8]1[CH2:14][CH2:13][CH2:12][C@H:11]([N:15]([CH2:18][C:19]2[CH:24]=[C:23]([C:25]([F:28])([F:27])[F:26])[CH:22]=[C:21]([C:29]([F:32])([F:31])[F:30])[CH:20]=2)[C:16]#[N:17])[C:10]2[CH:33]=[C:34]([CH2:41][CH3:42])[C:35]([C:37]([F:40])([F:39])[F:38])=[CH:36][C:9]1=2)=[O:7])([CH3:4])([CH3:3])[CH3:2].[N:43]([Sn](CCCC)(CCCC)CCCC)=[N+:44]=[N-:45], predict the reaction product. The product is: [C:1]([O:5][C:6]([N:8]1[CH2:14][CH2:13][CH2:12][C@H:11]([N:15]([CH2:18][C:19]2[CH:20]=[C:21]([C:29]([F:31])([F:32])[F:30])[CH:22]=[C:23]([C:25]([F:28])([F:27])[F:26])[CH:24]=2)[C:16]2[N:43]=[N:44][NH:45][N:17]=2)[C:10]2[CH:33]=[C:34]([CH2:41][CH3:42])[C:35]([C:37]([F:40])([F:38])[F:39])=[CH:36][C:9]1=2)=[O:7])([CH3:4])([CH3:3])[CH3:2]. (6) Given the reactants [NH2:1][C:2]1[CH:7]=[CH:6][C:5]([CH2:8][C:9]([O:11][C:12]([CH3:15])([CH3:14])[CH3:13])=[O:10])=[CH:4][C:3]=1[O:16][CH3:17].[I:18][C:19]1[CH:24]=[CH:23][CH:22]=[CH:21][C:20]=1[N:25]=[C:26]=[O:27].CCN(CC)CC.Cl, predict the reaction product. The product is: [I:18][C:19]1[CH:24]=[CH:23][CH:22]=[CH:21][C:20]=1[NH:25][C:26](=[O:27])[NH:1][C:2]1[CH:7]=[CH:6][C:5]([CH2:8][C:9]([O:11][C:12]([CH3:14])([CH3:13])[CH3:15])=[O:10])=[CH:4][C:3]=1[O:16][CH3:17]. (7) The product is: [CH3:46][O:45][CH2:44][C:38]1([C:41]([N:8]2[CH2:11][CH:10]([C:12]3[CH:17]=[C:16]([C:18]([F:21])([F:19])[F:20])[CH:15]=[CH:14][N:13]=3)[CH2:9]2)=[O:42])[CH2:39][CH2:40][N:36]([C:34]([O:33][C:29]([CH3:30])([CH3:32])[CH3:31])=[O:35])[CH2:37]1. Given the reactants OC(C(F)(F)F)=O.[NH:8]1[CH2:11][CH:10]([C:12]2[CH:17]=[C:16]([C:18]([F:21])([F:20])[F:19])[CH:15]=[CH:14][N:13]=2)[CH2:9]1.C(N(CC)CC)C.[C:29]([O:33][C:34]([N:36]1[CH2:40][CH2:39][C:38]([CH2:44][O:45][CH3:46])([C:41](Cl)=[O:42])[CH2:37]1)=[O:35])([CH3:32])([CH3:31])[CH3:30], predict the reaction product. (8) Given the reactants CN(C)S([N:6]1[CH:10]=[CH:9][N:8]=[C:7]1[CH2:11][C:12]1[CH:17]=[CH:16][CH:15]=[CH:14][N:13]=1)(=O)=O.[OH-].[K+], predict the reaction product. The product is: [N:13]1[CH:14]=[CH:15][CH:16]=[CH:17][C:12]=1[CH2:11][C:7]1[NH:8][CH:9]=[CH:10][N:6]=1. (9) Given the reactants [ClH:1].[C:2]1([C@H:12]([NH:14][CH2:15][C:16]#[CH:17])[CH3:13])[C:11]2[C:6](=[CH:7][CH:8]=[CH:9][CH:10]=2)[CH:5]=[CH:4][CH:3]=1.I[C:19]1[CH:24]=[CH:23][CH:22]=[C:21]([C:25]([F:28])([F:27])[F:26])[CH:20]=1, predict the reaction product. The product is: [ClH:1].[C:2]1([C@H:12]([NH:14][CH2:15][C:16]#[C:17][C:19]2[CH:24]=[CH:23][CH:22]=[C:21]([C:25]([F:28])([F:27])[F:26])[CH:20]=2)[CH3:13])[C:11]2[C:6](=[CH:7][CH:8]=[CH:9][CH:10]=2)[CH:5]=[CH:4][CH:3]=1. (10) Given the reactants Br[C:2]1[CH:14]=[CH:13][C:12]2[C:11]3[C:6](=[CH:7][CH:8]=[CH:9][CH:10]=3)[NH:5][C:4]=2[CH:3]=1.[CH:15]([C:17]1[CH:22]=[CH:21][C:20](B(O)O)=[CH:19][CH:18]=1)=[O:16].C(=O)([O-])[O-].[K+].[K+], predict the reaction product. The product is: [CH:3]1[C:4]2[NH:5][C:6]3[C:11](=[CH:10][CH:9]=[CH:8][CH:7]=3)[C:12]=2[CH:13]=[CH:14][C:2]=1[C:20]1[CH:21]=[CH:22][C:17]([CH:15]=[O:16])=[CH:18][CH:19]=1.